This data is from Forward reaction prediction with 1.9M reactions from USPTO patents (1976-2016). The task is: Predict the product of the given reaction. Given the reactants [CH3:1][O:2][C:3]1[CH:4]=[C:5]([C:9]2(O)[CH2:14][CH2:13][CH2:12][CH2:11][CH2:10]2)[CH:6]=[CH:7][CH:8]=1.O=S(Cl)Cl.N1C=CC=CC=1.Cl, predict the reaction product. The product is: [C:9]1([C:5]2[CH:6]=[CH:7][CH:8]=[C:3]([O:2][CH3:1])[CH:4]=2)[CH2:14][CH2:13][CH2:12][CH2:11][CH:10]=1.